From a dataset of Reaction yield outcomes from USPTO patents with 853,638 reactions. Predict the reaction yield, written as a fraction of the theoretical maximum amount of product (1.0 means a 100% yield; for example, 0.34 means a 34% yield). (1) No catalyst specified. The yield is 0.420. The reactants are [Cl:1][C:2]1[CH:7]=[CH:6][C:5]([C:8]2([C:12]([N:14]3[CH2:19][CH2:18][CH2:17][CH:16]([CH2:20]OS(C)(=O)=O)[CH2:15]3)=[O:13])[CH2:11][CH2:10][CH2:9]2)=[CH:4][CH:3]=1.[Cl:26][C:27]1[CH:32]=[CH:31][CH:30]=[CH:29][C:28]=1[N:33]1[CH2:38][CH2:37][NH:36][CH2:35][CH2:34]1.C(=O)([O-])[O-].[Cs+].[Cs+]. The product is [Cl:1][C:2]1[CH:7]=[CH:6][C:5]([C:8]2([C:12]([N:14]3[CH2:19][CH2:18][CH2:17][CH:16]([CH2:20][N:36]4[CH2:35][CH2:34][N:33]([C:28]5[CH:29]=[CH:30][CH:31]=[CH:32][C:27]=5[Cl:26])[CH2:38][CH2:37]4)[CH2:15]3)=[O:13])[CH2:11][CH2:10][CH2:9]2)=[CH:4][CH:3]=1. (2) The reactants are [OH-:1].[Na+].[F:3][C:4]1[CH:11]=[C:10]([O:12][CH3:13])[CH:9]=[CH:8][C:5]=1[CH:6]=[O:7]. The catalyst is O. The product is [F:3][C:4]1[CH:11]=[C:10]([O:12][CH3:13])[CH:9]=[CH:8][C:5]=1[C:6]([OH:1])=[O:7]. The yield is 0.820. (3) The reactants are [H-].[Na+].[OH:3][C:4]1[CH:5]=[C:6]2[C:10](=[CH:11][CH:12]=1)[C:9](=[O:13])[NH:8][C:7]2=[O:14].F[C:16]1[CH:21]=[CH:20][C:19]([N+:22]([O-:24])=[O:23])=[CH:18][CH:17]=1. The catalyst is CN(C=O)C.O. The product is [N+:22]([C:19]1[CH:20]=[CH:21][C:16]([O:3][C:4]2[CH:5]=[C:6]3[C:10](=[CH:11][CH:12]=2)[C:9](=[O:13])[NH:8][C:7]3=[O:14])=[CH:17][CH:18]=1)([O-:24])=[O:23]. The yield is 0.620. (4) The reactants are [Cl:1][C:2]1[CH:3]=[C:4]([CH:7]=[CH:8][C:9]=1[OH:10])[CH:5]=[O:6].[N+:11]([O-])([OH:13])=[O:12]. The catalyst is C(O)(=O)C. The product is [Cl:1][C:2]1[CH:3]=[C:4]([CH:7]=[C:8]([N+:11]([O-:13])=[O:12])[C:9]=1[OH:10])[CH:5]=[O:6]. The yield is 0.584. (5) The reactants are [Cl:1][C:2]1[C:3]([CH3:22])=[C:4]([S:8]([NH:11][C:12]2[S:13][CH:14]=[C:15]([CH2:17][CH2:18][O:19][CH2:20][CH3:21])[N:16]=2)(=[O:10])=[O:9])[CH:5]=[CH:6][CH:7]=1.Cl.[CH3:24][NH:25][CH3:26].[CH2:27]=O. The catalyst is C(O)(=O)C. The product is [Cl:1][C:2]1[C:3]([CH3:22])=[C:4]([S:8]([NH:11][C:12]2[S:13][C:14]([CH2:24][N:25]([CH3:27])[CH3:26])=[C:15]([CH2:17][CH2:18][O:19][CH2:20][CH3:21])[N:16]=2)(=[O:9])=[O:10])[CH:5]=[CH:6][CH:7]=1. The yield is 0.280. (6) The product is [CH2:36]([S:35][C:20]1[C:19]([C:17]([NH:11][CH2:10][C:9]2[CH:12]=[CH:13][C:6]([F:5])=[CH:7][CH:8]=2)=[O:16])=[C:28]([CH3:29])[C:27]2[C:22](=[CH:23][C:24]([O:30][C:31]([F:34])([F:32])[F:33])=[CH:25][CH:26]=2)[N:21]=1)[CH3:37]. The catalyst is C1(C)C=CC=CC=1.Cl. The yield is 0.610. The reactants are C[Al](C)C.[F:5][C:6]1[CH:13]=[CH:12][C:9]([CH2:10][NH2:11])=[CH:8][CH:7]=1.C([O:16][C:17]([C:19]1[C:20]([S:35][CH2:36][CH3:37])=[N:21][C:22]2[C:27]([C:28]=1[CH3:29])=[CH:26][CH:25]=[C:24]([O:30][C:31]([F:34])([F:33])[F:32])[CH:23]=2)=O)C.CCCCCC.C(Cl)Cl. (7) The reactants are Br[C:2]1[CH:7]=[CH:6][CH:5]=[CH:4][C:3]=1[S:8][CH2:9][C:10]([N:12]([CH:22]([CH3:24])[CH3:23])[NH:13][C:14](=[O:21])[C:15]1[CH:20]=[CH:19][CH:18]=[CH:17][CH:16]=1)=[O:11].C([O-])([O-])=O.[Na+].[Na+].[F:31][C:32]1[CH:37]=[CH:36][CH:35]=[CH:34][C:33]=1B(O)O. The catalyst is COCCOC. The product is [F:31][C:32]1[CH:37]=[CH:36][CH:35]=[CH:34][C:33]=1[C:2]1[CH:7]=[CH:6][CH:5]=[CH:4][C:3]=1[S:8][CH2:9][C:10]([N:12]([CH:22]([CH3:24])[CH3:23])[NH:13][C:14](=[O:21])[C:15]1[CH:20]=[CH:19][CH:18]=[CH:17][CH:16]=1)=[O:11]. The yield is 0.680. (8) The reactants are [CH:1]1[C:10]2[C:5](=[CH:6][CH:7]=[CH:8][CH:9]=2)[CH:4]=[CH:3][C:2]=1[O:11][CH2:12][CH2:13][N:14]1C(=O)C2C(=CC=CC=2)C1=O.O.NN. The catalyst is C(O)C. The product is [CH:1]1[C:10]2[C:5](=[CH:6][CH:7]=[CH:8][CH:9]=2)[CH:4]=[CH:3][C:2]=1[O:11][CH2:12][CH2:13][NH2:14]. The yield is 0.870. (9) The reactants are [F:1][C:2]1[CH:3]=[C:4]([CH:8]=[CH:9][C:10]=1[F:11])[C:5]([OH:7])=O.CN(C(ON1N=NC2C=CC=CC1=2)=[N+](C)C)C.[B-](F)(F)(F)F.CCN(C(C)C)C(C)C.[CH3:43][NH:44][C@@H:45]([CH2:52][CH2:53][CH3:54])[CH2:46][N:47]1[CH2:50][CH:49]([OH:51])[CH2:48]1. The catalyst is C(Cl)Cl. The product is [F:1][C:2]1[CH:3]=[C:4]([CH:8]=[CH:9][C:10]=1[F:11])[C:5]([N:44]([C@@H:45]([CH2:52][CH2:53][CH3:54])[CH2:46][N:47]1[CH2:48][CH:49]([OH:51])[CH2:50]1)[CH3:43])=[O:7]. The yield is 0.560.